Dataset: Reaction yield outcomes from USPTO patents with 853,638 reactions. Task: Predict the reaction yield, written as a fraction of the theoretical maximum amount of product (1.0 means a 100% yield; for example, 0.34 means a 34% yield). (1) The reactants are [F:1][C:2]1([F:37])[O:6][C:5]2[CH:7]=[CH:8][C:9]([C:11]3([C:14]([NH:16][C:17]4[N:22]=[C:21]([C:23]5[C:24](=[O:35])[N:25]([CH2:30][C:31](OC)=[O:32])[CH:26]=[C:27]([CH3:29])[CH:28]=5)[C:20]([CH3:36])=[CH:19][CH:18]=4)=[O:15])[CH2:13][CH2:12]3)=[CH:10][C:4]=2[O:3]1.[BH4-].[Na+]. The catalyst is C1COCC1. The product is [F:37][C:2]1([F:1])[O:6][C:5]2[CH:7]=[CH:8][C:9]([C:11]3([C:14]([NH:16][C:17]4[CH:18]=[CH:19][C:20]([CH3:36])=[C:21]([C:23]5[C:24](=[O:35])[N:25]([CH2:30][CH2:31][OH:32])[CH:26]=[C:27]([CH3:29])[CH:28]=5)[N:22]=4)=[O:15])[CH2:12][CH2:13]3)=[CH:10][C:4]=2[O:3]1. The yield is 0.336. (2) The reactants are [Cl:1][CH2:2][CH:3]1[C:11]2[C:10]3[CH:12]=[CH:13][C:14]([NH:16][C:17]([O:19][C:20]([CH3:23])([CH3:22])[CH3:21])=[O:18])=[CH:15][C:9]=3[C:8]([N+:24]([O-:26])=[O:25])=[CH:7][C:6]=2[N:5](C(=O)C(F)(F)F)[CH2:4]1.C([O-])([O-])=O.[Cs+].[Cs+].CC(O)=O. The catalyst is O1CCOCC1.O.CO. The product is [Cl:1][CH2:2][CH:3]1[C:11]2[C:10]3[CH:12]=[CH:13][C:14]([NH:16][C:17]([O:19][C:20]([CH3:23])([CH3:21])[CH3:22])=[O:18])=[CH:15][C:9]=3[C:8]([N+:24]([O-:26])=[O:25])=[CH:7][C:6]=2[NH:5][CH2:4]1. The yield is 0.940. (3) The reactants are [C:1]([O:5][C:6](=[O:32])[NH:7][C:8]1[S:9][C:10]2[CH:19]=[C:18]([CH3:20])[C:17](=O)[C:16]3[C:12](=[CH:13][N:14]([CH2:22][C:23]4[CH:28]=[CH:27][C:26]([O:29][CH3:30])=[CH:25][CH:24]=4)[N:15]=3)[C:11]=2[N:31]=1)([CH3:4])([CH3:3])[CH3:2].[BH4-].[Na+]. The catalyst is CO. The product is [C:1]([O:5][C:6](=[O:32])[NH:7][C:8]1[S:9][C:10]2[CH2:19][CH:18]([CH3:20])[CH2:17][C:16]3[C:12](=[CH:13][N:14]([CH2:22][C:23]4[CH:28]=[CH:27][C:26]([O:29][CH3:30])=[CH:25][CH:24]=4)[N:15]=3)[C:11]=2[N:31]=1)([CH3:3])([CH3:2])[CH3:4]. The yield is 0.130. (4) The reactants are CC(O)=O.[NH2:5][C:6]1[CH:7]=[C:8]2[C:13](=[CH:14][CH:15]=1)[N:12]=[C:11]([CH3:16])[C:10]([C:17]([O:19][CH3:20])=[O:18])=[C:9]2[C:21]1[CH:26]=[CH:25][CH:24]=[CH:23][CH:22]=1.[CH2:27]1[C:35]2[C:30](=[CH:31][CH:32]=[CH:33][CH:34]=2)[CH2:29][C:28]1=O.[BH-](OC(C)=O)(OC(C)=O)OC(C)=O.[Na+]. The catalyst is ClCCCl. The product is [CH2:27]1[C:35]2[C:30](=[CH:31][CH:32]=[CH:33][CH:34]=2)[CH2:29][CH:28]1[NH:5][C:6]1[CH:7]=[C:8]2[C:13](=[CH:14][CH:15]=1)[N:12]=[C:11]([CH3:16])[C:10]([C:17]([O:19][CH3:20])=[O:18])=[C:9]2[C:21]1[CH:22]=[CH:23][CH:24]=[CH:25][CH:26]=1. The yield is 0.720. (5) The reactants are [F:1][C:2]1[CH:7]=[CH:6][C:5]([CH2:8][C:9]2[CH:18]=[C:17]3[C:12]([C:13]([OH:29])=[C:14]([C:24](OCC)=[O:25])[C:15](=[O:23])[N:16]3[CH2:19][CH2:20][CH2:21][OH:22])=[N:11][CH:10]=2)=[CH:4][CH:3]=1.[NH2:30][CH2:31][CH2:32][N:33]1[CH2:37][CH2:36][NH:35][C:34]1=[O:38]. No catalyst specified. The product is [F:1][C:2]1[CH:3]=[CH:4][C:5]([CH2:8][C:9]2[CH:18]=[C:17]3[C:12]([C:13]([OH:29])=[C:14]([C:24]([NH:30][CH2:31][CH2:32][N:33]4[CH2:37][CH2:36][NH:35][C:34]4=[O:38])=[O:25])[C:15](=[O:23])[N:16]3[CH2:19][CH2:20][CH2:21][OH:22])=[N:11][CH:10]=2)=[CH:6][CH:7]=1. The yield is 0.310. (6) The reactants are Cl[C:2]1[CH:10]=[CH:9][C:8]([C:11]([F:14])([F:13])[F:12])=[CH:7][C:3]=1[C:4]([OH:6])=[O:5].[F:15][CH:16]([F:19])[CH2:17][NH2:18].C([O-])(=O)C.[K+].C(N(CC)CC)C. The catalyst is CN(C=O)C.O.C([O-])(=O)C.[Cu+2].C([O-])(=O)C.O. The product is [F:15][CH:16]([F:19])[CH2:17][NH:18][C:2]1[CH:10]=[CH:9][C:8]([C:11]([F:14])([F:13])[F:12])=[CH:7][C:3]=1[C:4]([OH:6])=[O:5]. The yield is 0.500. (7) The reactants are [Br:1][C:2]1[CH:3]=[CH:4][C:5]([OH:25])=[C:6]([CH:24]=1)[C:7]([NH:9][C:10]1[S:11][C:12]([C:21](O)=[O:22])=[C:13]([C:15]2[CH:20]=[CH:19][CH:18]=[CH:17][CH:16]=2)[N:14]=1)=[O:8].CN.O.O[N:30]1[C:34]2C=CC=CC=2N=N1.CCN=C=NCCCN(C)C.Cl.Cl. The catalyst is O1CCCC1. The product is [Br:1][C:2]1[CH:3]=[CH:4][C:5]([OH:25])=[C:6]([CH:24]=1)[C:7]([NH:9][C:10]1[S:11][C:12]([C:21]([NH:30][CH3:34])=[O:22])=[C:13]([C:15]2[CH:20]=[CH:19][CH:18]=[CH:17][CH:16]=2)[N:14]=1)=[O:8]. The yield is 0.426. (8) The reactants are [N+:1]([C:4]1[CH:13]=[C:12]2[C:7]([C:8](=O)[NH:9][CH:10]=[N:11]2)=[CH:6][CH:5]=1)([O-:3])=[O:2].S(Cl)([Cl:17])=O. The catalyst is CN(C=O)C. The product is [ClH:17].[Cl:17][C:8]1[C:7]2[C:12](=[CH:13][C:4]([N+:1]([O-:3])=[O:2])=[CH:5][CH:6]=2)[N:11]=[CH:10][N:9]=1. The yield is 1.00. (9) The reactants are [CH2:1]([N:8]1[CH2:17][CH2:16][C:15]2[C:14](Cl)=[N:13][C:12]([CH2:19][N:20]3[CH2:25][CH2:24][O:23][CH2:22][CH2:21]3)=[N:11][C:10]=2[CH2:9]1)[C:2]1[CH:7]=[CH:6][CH:5]=[CH:4][CH:3]=1.[C:26]([C:30]1[CH:36]=[CH:35][C:33]([NH2:34])=[CH:32][CH:31]=1)([CH3:29])([CH3:28])[CH3:27]. The yield is 0.250. The catalyst is C(#N)C. The product is [C:26]([C:30]1[CH:31]=[CH:32][C:33]([NH:34][C:14]2[C:15]3[CH2:16][CH2:17][N:8]([CH2:1][C:2]4[CH:7]=[CH:6][CH:5]=[CH:4][CH:3]=4)[CH2:9][C:10]=3[N:11]=[C:12]([CH2:19][N:20]3[CH2:25][CH2:24][O:23][CH2:22][CH2:21]3)[N:13]=2)=[CH:35][CH:36]=1)([CH3:29])([CH3:27])[CH3:28].